The task is: Predict the product of the given reaction.. This data is from Forward reaction prediction with 1.9M reactions from USPTO patents (1976-2016). Given the reactants [CH2:1]([O:8][C:9]1[C:14](=[O:15])[CH:13]=[C:12]([CH2:16][NH:17][S:18]([C:21]2[CH:26]=[CH:25][C:24]([CH3:27])=[CH:23][CH:22]=2)(=[O:20])=[O:19])[N:11]([CH3:28])[C:10]=1[C:29](O)=[O:30])[C:2]1[CH:7]=[CH:6][CH:5]=[CH:4][CH:3]=1.[CH3:32][NH:33]C(C1N(C)C(C(S(C2C=CC=CC=2)(=O)=O)N)=CC(=O)C=1OCC1C=CC=CC=1)=O, predict the reaction product. The product is: [CH3:32][NH:33][C:29]([C:10]1[N:11]([CH3:28])[C:12]([CH2:16][NH:17][S:18]([C:21]2[CH:26]=[CH:25][C:24]([CH3:27])=[CH:23][CH:22]=2)(=[O:20])=[O:19])=[CH:13][C:14](=[O:15])[C:9]=1[O:8][CH2:1][C:2]1[CH:3]=[CH:4][CH:5]=[CH:6][CH:7]=1)=[O:30].